This data is from Catalyst prediction with 721,799 reactions and 888 catalyst types from USPTO. The task is: Predict which catalyst facilitates the given reaction. Reactant: C(=S)(OC1C=CC=CC=1)O[C@@H:3]1[C@@H:7]2[O:8][Si:9]([CH:23]([CH3:25])[CH3:24])([CH:20]([CH3:22])[CH3:21])[O:10][Si:11]([CH:17]([CH3:19])[CH3:18])([CH:14]([CH3:16])[CH3:15])[O:12][CH2:13][C@H:6]2[O:5][C@H:4]1[C:26]1[N:34]2[C:29]([C:30]([NH2:35])=[N:31][CH:32]=[N:33]2)=[CH:28][CH:27]=1.CC(N=NC(C#N)(C)C)(C#N)C.C([SnH](CCCC)CCCC)CCC. Product: [CH:23]([Si:9]1([CH:20]([CH3:22])[CH3:21])[O:8][C@H:7]2[CH2:3][C@H:4]([C:26]3[N:34]4[C:29]([C:30]([NH2:35])=[N:31][CH:32]=[N:33]4)=[CH:28][CH:27]=3)[O:5][C@@H:6]2[CH2:13][O:12][Si:11]([CH:14]([CH3:16])[CH3:15])([CH:17]([CH3:19])[CH3:18])[O:10]1)([CH3:25])[CH3:24]. The catalyst class is: 11.